From a dataset of Full USPTO retrosynthesis dataset with 1.9M reactions from patents (1976-2016). Predict the reactants needed to synthesize the given product. (1) Given the product [CH2:13]([C:11]1[S:10][CH:9]=[C:8]([C:6]([OH:7])=[O:5])[CH:12]=1)[CH3:14], predict the reactants needed to synthesize it. The reactants are: [OH-].[K+].C([O:5][C:6]([C:8]1[CH:12]=[C:11]([CH2:13][CH3:14])[S:10][CH:9]=1)=[O:7])C. (2) Given the product [CH:11]1[CH:10]=[CH:9][CH:8]=[C:7]2[C:12]=1[C:13]1[N:1]3[NH:15][CH:17]=[N:14][C:2]3=[N:3][C:4]=1[CH:5]=[N:6]2.[N:26]1[CH:25]=[CH:24][CH:23]=[C:22]2[C:27]=1[C:28]1[N:16]3[NH:30][CH:2]=[N:29][C:17]3=[N:18][C:19]=1[CH:20]=[N:21]2, predict the reactants needed to synthesize it. The reactants are: [N:1]1([NH2:15])[C:13]2[C:12]3[CH:11]=[CH:10][CH:9]=[CH:8][C:7]=3[N:6]=[CH:5][C:4]=2[N:3]=[C:2]1[NH2:14].[N:16]1([NH2:30])[C:28]2[C:27]3[N:26]=[CH:25][CH:24]=[CH:23][C:22]=3[N:21]=[CH:20][C:19]=2[N:18]=[C:17]1[NH2:29]. (3) Given the product [CH:2]([C:3]1[C:8]([CH3:9])=[CH:7][CH:6]=[CH:5][C:4]=1[CH2:10][CH2:11][C:12]([O:14][C:15]([CH3:18])([CH3:17])[CH3:16])=[O:13])=[O:1], predict the reactants needed to synthesize it. The reactants are: [OH:1][CH2:2][C:3]1[C:8]([CH3:9])=[CH:7][CH:6]=[CH:5][C:4]=1[CH2:10][CH2:11][C:12]([O:14][C:15]([CH3:18])([CH3:17])[CH3:16])=[O:13].C(N(CC)CC)C.Cl.C(OCC)(=O)C.